The task is: Predict the product of the given reaction.. This data is from Forward reaction prediction with 1.9M reactions from USPTO patents (1976-2016). Given the reactants [NH2:1][C:2]1[CH:30]=[CH:29][C:5]2[NH:6][C:7]([C:12]3[C:13](=[O:28])[N:14]([CH2:23][CH2:24][CH:25]([CH3:27])[CH3:26])[C:15]4[C:20]([C:21]=3[OH:22])=[CH:19][CH:18]=[CH:17][N:16]=4)=[N:8][S:9](=[O:11])(=[O:10])[C:4]=2[CH:3]=1.[CH3:31][S:32]([C:35]1[CH:40]=[CH:39][C:38]([S:41](Cl)(=[O:43])=[O:42])=[CH:37][CH:36]=1)(=[O:34])=[O:33], predict the reaction product. The product is: [OH:22][C:21]1[C:20]2[C:15](=[N:16][CH:17]=[CH:18][CH:19]=2)[N:14]([CH2:23][CH2:24][CH:25]([CH3:27])[CH3:26])[C:13](=[O:28])[C:12]=1[C:7]1[NH:6][C:5]2[CH:29]=[CH:30][C:2]([NH:1][S:41]([C:38]3[CH:37]=[CH:36][C:35]([S:32]([CH3:31])(=[O:34])=[O:33])=[CH:40][CH:39]=3)(=[O:43])=[O:42])=[CH:3][C:4]=2[S:9](=[O:11])(=[O:10])[N:8]=1.